From a dataset of Catalyst prediction with 721,799 reactions and 888 catalyst types from USPTO. Predict which catalyst facilitates the given reaction. (1) Reactant: [CH3:1][C@H:2]([NH:7][CH2:8][C:9]1[S:13][C:12](B(O)O)=[CH:11][CH:10]=1)[C:3]([CH3:6])([CH3:5])[CH3:4].Br[C:18]1[CH:19]=[C:20]2[C:24](=[C:25]([C:27]([NH2:29])=[O:28])[CH:26]=1)[NH:23][CH:22]=[C:21]2[CH:30]1[CH2:35][CH2:34][N:33]([S:36]([CH2:39][CH3:40])(=[O:38])=[O:37])[CH2:32][CH2:31]1.C([O-])([O-])=O.[K+].[K+]. Product: [CH2:39]([S:36]([N:33]1[CH2:32][CH2:31][CH:30]([C:21]2[C:20]3[C:24](=[C:25]([C:27]([NH2:29])=[O:28])[CH:26]=[C:18]([C:12]4[S:13][C:9]([CH2:8][NH:7][C@@H:2]([CH3:1])[C:3]([CH3:6])([CH3:5])[CH3:4])=[CH:10][CH:11]=4)[CH:19]=3)[NH:23][CH:22]=2)[CH2:35][CH2:34]1)(=[O:38])=[O:37])[CH3:40]. The catalyst class is: 73. (2) Reactant: [C:1]([C:4]1[C:22](=[O:23])[C@@:8]2([CH3:24])[C:9]3[C:15]([OH:16])=[CH:14][C:13]([O:17][CH3:18])=[C:12]([C:19]([NH2:21])=[O:20])[C:10]=3[O:11][C:7]2=[CH:6][C:5]=1[OH:25])(=[O:3])[CH3:2].[Br:26][C:27]1[C:36]2[C:31](=[CH:32][CH:33]=[CH:34][CH:35]=2)[C:30]([CH:37]=O)=[C:29]([CH3:39])[CH:28]=1.C([SiH](CC)CC)C.FC(F)(F)C(O)=O. Product: [C:1]([C:4]1[C:22](=[O:23])[C@@:8]2([CH3:24])[C:9]3[C:15]([OH:16])=[CH:14][C:13]([O:17][CH3:18])=[C:12]([C:19]([NH:21][CH2:37][C:30]4[C:31]5[C:36](=[CH:35][CH:34]=[CH:33][CH:32]=5)[C:27]([Br:26])=[CH:28][C:29]=4[CH3:39])=[O:20])[C:10]=3[O:11][C:7]2=[CH:6][C:5]=1[OH:25])(=[O:3])[CH3:2]. The catalyst class is: 10. (3) Reactant: Br[C:2]1[N:6]([CH2:7][C:8]2[CH:13]=[CH:12][C:11]([O:14][CH3:15])=[CH:10][CH:9]=2)[N:5]=[N:4][N:3]=1.[CH3:16][NH:17][NH2:18]. Product: [CH3:15][O:14][C:11]1[CH:12]=[CH:13][C:8]([CH2:7][N:6]2[C:2]([N:17]([CH3:16])[NH2:18])=[N:3][N:4]=[N:5]2)=[CH:9][CH:10]=1. The catalyst class is: 41.